This data is from Catalyst prediction with 721,799 reactions and 888 catalyst types from USPTO. The task is: Predict which catalyst facilitates the given reaction. (1) Reactant: [O:1]=[C:2]1[C:8]2=[CH:9][C:10]3[CH:11]=[CH:12][C:13]([C:16]([OH:18])=O)=[CH:14][C:15]=3[N:7]2[CH2:6][CH2:5][CH2:4][NH:3]1.ClC(N(C)C)=C(C)C.[C:27]([O:36][CH3:37])(=[O:35])[C:28]1[C:29](=[CH:31][CH:32]=[CH:33][CH:34]=1)[NH2:30].N1C=CC=CC=1. Product: [O:1]=[C:2]1[C:8]2=[CH:9][C:10]3[CH:11]=[CH:12][C:13]([C:16]([NH:30][C:29]4[CH:31]=[CH:32][CH:33]=[CH:34][C:28]=4[C:27]([O:36][CH3:37])=[O:35])=[O:18])=[CH:14][C:15]=3[N:7]2[CH2:6][CH2:5][CH2:4][NH:3]1. The catalyst class is: 34. (2) The catalyst class is: 11. Reactant: [C:1]([C:3]1[CH:10]=[CH:9][C:6]([CH:7]=O)=[CH:5][CH:4]=1)#[N:2].[C:11]([O:17][CH2:18][CH3:19])(=[O:16])[CH2:12][C:13]([CH3:15])=[O:14].N1CCCCC1.C1(C)C=CC(S(O)(=O)=O)=CC=1. Product: [C:13](/[C:12](=[CH:7]/[C:6]1[CH:9]=[CH:10][C:3]([C:1]#[N:2])=[CH:4][CH:5]=1)/[C:11]([O:17][CH2:18][CH3:19])=[O:16])(=[O:14])[CH3:15]. (3) Reactant: [C:1]([O:4][CH2:5][CH2:6][CH2:7][C:8]1[S:17][C:11]2[N:12]=[CH:13][NH:14][C:15](=[O:16])[C:10]=2[CH:9]=1)(=[O:3])[CH3:2].[F:18][C:19]1[CH:24]=[C:23]([F:25])[CH:22]=[CH:21][C:20]=1[C:26]1([CH2:29][N:30]2[CH:34]=[N:33][CH:32]=[N:31]2)[CH2:28][O:27]1.C(OCC)(=O)C.C(=O)([O-])[O-].[K+].[K+]. Product: [F:18][C:19]1[CH:24]=[C:23]([F:25])[CH:22]=[CH:21][C:20]=1[C:26]([OH:27])([CH2:29][N:30]1[CH:34]=[N:33][CH:32]=[N:31]1)[CH2:28][N:14]1[C:15](=[O:16])[C:10]2[CH:9]=[C:8]([CH2:7][CH2:6][CH2:5][O:4][C:1](=[O:3])[CH3:2])[S:17][C:11]=2[N:12]=[CH:13]1. The catalyst class is: 568. (4) The catalyst class is: 4. Reactant: FC(F)(F)C(O)=O.ClCCl.[NH2:11][C:12]1[N:17]=[CH:16][N:15]=[C:14]2[N:18]([CH:37]3[CH2:42][CH2:41][N:40]([CH3:43])[CH2:39][CH2:38]3)[N:19]=[C:20]([C:21]3[CH:26]=[CH:25][C:24]([NH:27]C(=O)OC(C)(C)C)=[C:23]([O:35][CH3:36])[CH:22]=3)[C:13]=12. Product: [NH2:27][C:24]1[CH:25]=[CH:26][C:21]([C:20]2[C:13]3[C:14](=[N:15][CH:16]=[N:17][C:12]=3[NH2:11])[N:18]([CH:37]3[CH2:38][CH2:39][N:40]([CH3:43])[CH2:41][CH2:42]3)[N:19]=2)=[CH:22][C:23]=1[O:35][CH3:36].